This data is from Peptide-MHC class I binding affinity with 185,985 pairs from IEDB/IMGT. The task is: Regression. Given a peptide amino acid sequence and an MHC pseudo amino acid sequence, predict their binding affinity value. This is MHC class I binding data. The peptide sequence is KRWIIMGLNK. The MHC is HLA-A30:01 with pseudo-sequence HLA-A30:01. The binding affinity (normalized) is 0.0877.